This data is from Full USPTO retrosynthesis dataset with 1.9M reactions from patents (1976-2016). The task is: Predict the reactants needed to synthesize the given product. Given the product [C:47]([N:49]=[S:50]([C:53]1[CH:58]=[CH:57][C:56]([CH2:59][NH:60][C:12]([C:4]2[C:3](=[O:15])[C:2]([Br:1])=[C:7]([CH3:8])[N:6]([CH:9]([CH3:10])[CH3:11])[CH:5]=2)=[O:14])=[CH:55][CH:54]=1)([CH3:52])=[O:51])#[N:48], predict the reactants needed to synthesize it. The reactants are: [Br:1][C:2]1[C:3](=[O:15])[C:4]([C:12]([OH:14])=O)=[CH:5][N:6]([CH:9]([CH3:11])[CH3:10])[C:7]=1[CH3:8].CN(C(ON1N=NC2C=CC=CC1=2)=[N+](C)C)C.[B-](F)(F)(F)F.CCN(C(C)C)C(C)C.[C:47]([N:49]=[S:50]([C:53]1[CH:58]=[CH:57][C:56]([CH2:59][NH2:60])=[CH:55][CH:54]=1)([CH3:52])=[O:51])#[N:48].